Dataset: Reaction yield outcomes from USPTO patents with 853,638 reactions. Task: Predict the reaction yield, written as a fraction of the theoretical maximum amount of product (1.0 means a 100% yield; for example, 0.34 means a 34% yield). (1) The reactants are Br[C:2]1[N:3]=[C:4]2[C:10]([C:11]([NH:13][C:14]([CH3:17])([CH3:16])[CH3:15])=[O:12])=[CH:9][N:8]([CH2:18][O:19][CH2:20][CH2:21][Si:22]([CH3:25])([CH3:24])[CH3:23])[C:5]2=[N:6][CH:7]=1.[CH3:26][C:27]1[N:28]=[CH:29][C:30]([NH2:33])=[N:31][CH:32]=1.C1C=CC(P(C2C(C3C(P(C4C=CC=CC=4)C4C=CC=CC=4)=CC=C4C=3C=CC=C4)=C3C(C=CC=C3)=CC=2)C2C=CC=CC=2)=CC=1.CC(C)([O-])C.[Na+]. The catalyst is CN(C=O)C.C1(C)C=CC=CC=1.O.C([O-])(=O)C.[Pd+2].C([O-])(=O)C. The product is [C:14]([NH:13][C:11]([C:10]1[C:4]2[C:5](=[N:6][CH:7]=[C:2]([NH:33][C:30]3[CH:29]=[N:28][C:27]([CH3:26])=[CH:32][N:31]=3)[N:3]=2)[N:8]([CH2:18][O:19][CH2:20][CH2:21][Si:22]([CH3:25])([CH3:24])[CH3:23])[CH:9]=1)=[O:12])([CH3:17])([CH3:16])[CH3:15]. The yield is 0.450. (2) The reactants are [NH2:1][C:2]1[CH:23]=[CH:22][C:5]([O:6][C:7]2[CH:12]=[CH:11][N:10]=[C:9]([NH:13][C:14]([N:16]3[CH2:21][CH2:20][O:19][CH2:18][CH2:17]3)=[O:15])[CH:8]=2)=[CH:4][CH:3]=1.[F:24][C:25]1[CH:30]=[CH:29][C:28]([NH:31][C:32]([C:34]2([C:37](O)=[O:38])[CH2:36][CH2:35]2)=[O:33])=[CH:27][CH:26]=1.C(N(C(C)C)CC)(C)C.CN(C(ON1N=NC2C=CC=CC1=2)=[N+](C)C)C.F[P-](F)(F)(F)(F)F. The catalyst is CN(C)C=O. The product is [F:24][C:25]1[CH:26]=[CH:27][C:28]([NH:31][C:32]([C:34]2([C:37]([NH:1][C:2]3[CH:23]=[CH:22][C:5]([O:6][C:7]4[CH:12]=[CH:11][N:10]=[C:9]([NH:13][C:14]([N:16]5[CH2:17][CH2:18][O:19][CH2:20][CH2:21]5)=[O:15])[CH:8]=4)=[CH:4][CH:3]=3)=[O:38])[CH2:36][CH2:35]2)=[O:33])=[CH:29][CH:30]=1. The yield is 0.551. (3) The reactants are [CH3:1][O:2][C:3]1[N:4]=[C:5]2[C:10](=[CH:11][CH:12]=1)[N:9]=[CH:8][CH:7]=[C:6]2[NH:13][C:14]([N:16]1[CH2:21][CH2:20][NH:19][CH2:18][CH2:17]1)=[O:15].Br[CH2:23][C:24]([C:26]1[CH:35]=[N:34][C:33]2[C:28](=[CH:29][CH:30]=[CH:31][CH:32]=2)[N:27]=1)=[O:25].C(N(C(C)C)CC)(C)C. The catalyst is C1COCC1. The product is [CH3:1][O:2][C:3]1[N:4]=[C:5]2[C:10](=[CH:11][CH:12]=1)[N:9]=[CH:8][CH:7]=[C:6]2[NH:13][C:14]([N:16]1[CH2:21][CH2:20][N:19]([CH2:23][C:24](=[O:25])[C:26]2[CH:35]=[N:34][C:33]3[C:28](=[CH:29][CH:30]=[CH:31][CH:32]=3)[N:27]=2)[CH2:18][CH2:17]1)=[O:15]. The yield is 0.390. (4) The reactants are [F:1][C:2]1[CH:7]=[CH:6][CH:5]=[C:4]([F:8])[C:3]=1[N:9]1[C:14]2[N:15]=[C:16](S(C)=O)[N:17]=[C:18]([C:19]3[CH:20]=[C:21]([CH:28]=[CH:29][C:30]=3[CH3:31])[C:22]([NH:24][CH:25]([CH3:27])[CH3:26])=[O:23])[C:13]=2[CH2:12][NH:11][C:10]1=[O:35].[CH3:36][N:37]([CH3:41])[CH2:38][CH2:39][NH2:40]. The catalyst is C1COCC1. The product is [F:1][C:2]1[CH:7]=[CH:6][CH:5]=[C:4]([F:8])[C:3]=1[N:9]1[C:14]2[N:15]=[C:16]([NH:40][CH2:39][CH2:38][N:37]([CH3:41])[CH3:36])[N:17]=[C:18]([C:19]3[CH:20]=[C:21]([CH:28]=[CH:29][C:30]=3[CH3:31])[C:22]([NH:24][CH:25]([CH3:27])[CH3:26])=[O:23])[C:13]=2[CH2:12][NH:11][C:10]1=[O:35]. The yield is 0.950. (5) The yield is 0.480. The product is [F:17][C:18]1[CH:25]=[C:24]([F:26])[CH:23]=[CH:22][C:19]=1[CH2:20][N:1]1[C:5]2=[CH:6][N:7]=[C:8]([C:10]([O:12][CH2:13][CH3:14])=[O:11])[CH:9]=[C:4]2[CH:3]=[CH:2]1. The reactants are [NH:1]1[C:5]2=[CH:6][N:7]=[C:8]([C:10]([O:12][CH2:13][CH3:14])=[O:11])[CH:9]=[C:4]2[CH:3]=[CH:2]1.[H-].[Na+].[F:17][C:18]1[CH:25]=[C:24]([F:26])[CH:23]=[CH:22][C:19]=1[CH2:20]Br. The catalyst is CN(C=O)C. (6) The reactants are [CH3:1][C:2]1([CH3:18])[O:7][C:6]2[CH:8]=[CH:9][C:10]3[C:11](=[O:17])[C:12](=O)[CH:13]=[CH:14][C:15]=3[C:5]=2[CH:4]=[CH:3]1.S(S([O-])=O)([O-])=[O:20].O=O.CC(C)([O-])C.[K+].Cl.[OH2:34]. The catalyst is C1(C)C=CC=CC=1.C(O)(C)(C)C. The product is [OH:34][C:13]1[C:14](=[O:20])[C:15]2[C:5]3[CH:4]=[CH:3][C:2]([CH3:18])([CH3:1])[O:7][C:6]=3[CH:8]=[CH:9][C:10]=2[C:11](=[O:17])[CH:12]=1. The yield is 0.210.